From a dataset of Full USPTO retrosynthesis dataset with 1.9M reactions from patents (1976-2016). Predict the reactants needed to synthesize the given product. (1) Given the product [CH3:1][O:2][C:3]1[CH:12]=[C:11]([O:13][CH3:14])[C:10]([Br:23])=[C:9](/[CH:15]=[CH:16]/[C:17]2[CH:18]=[CH:19][CH:20]=[CH:21][CH:22]=2)[C:4]=1[C:5]([O:7][CH3:8])=[O:6], predict the reactants needed to synthesize it. The reactants are: [CH3:1][O:2][C:3]1[CH:12]=[C:11]([O:13][CH3:14])[CH:10]=[C:9](/[CH:15]=[CH:16]/[C:17]2[CH:22]=[CH:21][CH:20]=[CH:19][CH:18]=2)[C:4]=1[C:5]([O:7][CH3:8])=[O:6].[Br:23]Br. (2) Given the product [N:32]1[C:31]2[CH:35]=[CH:36][NH:37][C:30]=2[C:29]([C:28]2[C:23]([NH:1][C:2]3[C:11]([CH3:12])=[CH:10][CH:9]=[C:8]4[C:3]=3[CH:4]=[CH:5][N:6]=[C:7]4[NH:13][C:14]3[CH:21]=[CH:20][C:17]([C:18]#[N:19])=[CH:16][CH:15]=3)=[N:24][CH:25]=[CH:26][CH:27]=2)=[N:34][CH:33]=1, predict the reactants needed to synthesize it. The reactants are: [NH2:1][C:2]1[C:11]([CH3:12])=[CH:10][CH:9]=[C:8]2[C:3]=1[CH:4]=[CH:5][N:6]=[C:7]2[NH:13][C:14]1[CH:21]=[CH:20][C:17]([C:18]#[N:19])=[CH:16][CH:15]=1.F[C:23]1[C:28]([C:29]2[C:30]3[NH:37][CH:36]=[CH:35][C:31]=3[N:32]=[CH:33][N:34]=2)=[CH:27][CH:26]=[CH:25][N:24]=1.C[Si]([N-][Si](C)(C)C)(C)C.[Li+].Cl.C([O-])(O)=O.[Na+]. (3) Given the product [NH2:29][C:24]1[CH:25]=[CH:26][CH:27]=[CH:28][C:23]=1[NH:22][C:20]([C:17]1[CH:16]=[N:15][C:14]([N:11]2[CH2:12][CH2:13][N:8]([CH2:1][C:2]3[CH:7]=[CH:6][CH:5]=[CH:4][CH:3]=3)[CH2:9][CH2:10]2)=[CH:19][N:18]=1)=[O:21], predict the reactants needed to synthesize it. The reactants are: [CH2:1]([N:8]1[CH2:13][CH2:12][N:11]([C:14]2[N:15]=[CH:16][C:17]([C:20]([NH:22][C:23]3[CH:28]=[CH:27][CH:26]=[CH:25][C:24]=3[NH:29]C(=O)OC(C)(C)C)=[O:21])=[N:18][CH:19]=2)[CH2:10][CH2:9]1)[C:2]1[CH:7]=[CH:6][CH:5]=[CH:4][CH:3]=1.Cl. (4) Given the product [OH:8][CH2:9][C:10]1[CH:11]=[C:12]([NH:16][C:17]2[N:25]=[C:24]3[C:20]([NH:21][C:22](=[O:34])[N:23]3[C:26]3[CH:31]=[CH:30][CH:29]=[CH:28][C:27]=3[O:32][CH3:33])=[C:19]([C:35]([NH2:40])=[O:37])[N:18]=2)[CH:13]=[CH:14][CH:15]=1, predict the reactants needed to synthesize it. The reactants are: [Si]([O:8][CH2:9][C:10]1[CH:11]=[C:12]([NH:16][C:17]2[N:25]=[C:24]3[C:20]([NH:21][C:22](=[O:34])[N:23]3[C:26]3[CH:31]=[CH:30][CH:29]=[CH:28][C:27]=3[O:32][CH3:33])=[C:19]([C:35]([O:37]CC)=O)[N:18]=2)[CH:13]=[CH:14][CH:15]=1)(C(C)(C)C)(C)C.[NH2:40]C1C(C(OCC)=O)=NC(NC2C=CC=C(CO[Si](C(C)(C)C)(C)C)C=2)=NC=1NC1C=CC=CC=1OC. (5) Given the product [CH3:12][O:13][C:14]([C:16]1[S:17][C:18]([C:21]2[CH:29]=[C:28]3[C:27](=[CH:23][CH:22]=2)[N:26]([CH:30]([CH3:32])[CH3:31])[CH:25]=[C:2]3[CH:1]=[O:5])=[CH:19][CH:20]=1)=[O:15], predict the reactants needed to synthesize it. The reactants are: [C:1](Cl)(=[O:5])[C:2](Cl)=O.CN(C)C=O.[CH3:12][O:13][C:14]([C:16]1[S:17][C:18]([C:21]2[CH:22]=[C:23]3[C:27](=[CH:28][CH:29]=2)[N:26]([CH:30]([CH3:32])[CH3:31])[CH:25]=C3)=[CH:19][CH:20]=1)=[O:15]. (6) Given the product [Cl:1][C:2]1[CH:3]=[C:4]([CH:18]=[CH:19][C:20]=1[Cl:21])[O:5][CH:6]1[CH2:11][CH2:10][N:9]([CH2:12][CH2:13][S:14]([NH2:31])(=[O:16])=[O:15])[CH2:8][CH2:7]1, predict the reactants needed to synthesize it. The reactants are: [Cl:1][C:2]1[CH:3]=[C:4]([CH:18]=[CH:19][C:20]=1[Cl:21])[O:5][CH:6]1[CH2:11][CH2:10][N:9]([CH2:12][CH2:13][S:14](O)(=[O:16])=[O:15])[CH2:8][CH2:7]1.[Na].ClC1C=C(C=CC=1Cl)OC1CC[NH:31]CC1. (7) Given the product [Cl:42][C:24]1[C:25]([NH:27][C:28]2[CH:33]=[CH:32][C:31]([N:34]3[CH2:35][CH2:36][O:37][CH2:38][CH2:39]3)=[CH:30][C:29]=2[O:40][CH3:41])=[N:26][C:21]([NH:1][C:2]2[CH:3]=[CH:4][C:5]3[C:11]([CH3:12])([CH3:13])[CH2:10][CH2:9][C:8](=[O:14])[N:7]([CH2:15][CH:16]([CH3:17])[CH3:18])[C:6]=3[CH:19]=2)=[N:22][CH:23]=1, predict the reactants needed to synthesize it. The reactants are: [NH2:1][C:2]1[CH:3]=[CH:4][C:5]2[C:11]([CH3:13])([CH3:12])[CH2:10][CH2:9][C:8](=[O:14])[N:7]([CH2:15][CH:16]([CH3:18])[CH3:17])[C:6]=2[CH:19]=1.Cl[C:21]1[N:26]=[C:25]([NH:27][C:28]2[CH:33]=[CH:32][C:31]([N:34]3[CH2:39][CH2:38][O:37][CH2:36][CH2:35]3)=[CH:30][C:29]=2[O:40][CH3:41])[C:24]([Cl:42])=[CH:23][N:22]=1. (8) The reactants are: [CH2:1]=[CH:2][CH:3]([OH:6])[CH2:4][OH:5].[CH3:7][C:8]([CH3:15])=[CH:9][CH2:10][CH2:11][C:12](=O)[CH3:13]. Given the product [CH3:13][C:12]1([CH2:11][CH2:10][CH:9]=[C:8]([CH3:15])[CH3:7])[O:6][CH:3]([CH:2]=[CH2:1])[CH2:4][O:5]1, predict the reactants needed to synthesize it. (9) Given the product [F:1][C:2]1[CH:3]=[CH:4][C:5]([C:8]2[C:12]([CH2:13][OH:14])=[CH:11][O:10][N:9]=2)=[N:6][CH:7]=1, predict the reactants needed to synthesize it. The reactants are: [F:1][C:2]1[CH:3]=[CH:4][C:5]([C:8]2[C:12]([C:13](O)=[O:14])=[CH:11][O:10][N:9]=2)=[N:6][CH:7]=1.N1C=CC=CC=1C1C(C(O)=O)=CON=1.